From a dataset of Reaction yield outcomes from USPTO patents with 853,638 reactions. Predict the reaction yield, written as a fraction of the theoretical maximum amount of product (1.0 means a 100% yield; for example, 0.34 means a 34% yield). The reactants are [CH2:1]([CH:4]([C:10]([O:12]CC)=O)[C:5]([O:7]CC)=O)[C:2]#[CH:3].[Na].Cl.[C:17]([NH2:20])(=[NH:19])[CH3:18]. The catalyst is CO. The product is [CH3:18][C:17]1[NH:20][C:5](=[O:7])[C:4]([CH2:1][C:2]#[CH:3])=[C:10]([OH:12])[N:19]=1. The yield is 0.420.